From a dataset of Reaction yield outcomes from USPTO patents with 853,638 reactions. Predict the reaction yield, written as a fraction of the theoretical maximum amount of product (1.0 means a 100% yield; for example, 0.34 means a 34% yield). (1) The reactants are [C:1](=O)([S:3][CH2:4][C:5]1[CH:10]=[CH:9][CH:8]=[CH:7][C:6]=1[C:11]1[CH:16]=[C:15]([F:17])[C:14]([C:18]2[CH:23]=[N:22][C:21]([NH2:24])=[CH:20][N:19]=2)=[CH:13][CH:12]=1)[CH3:2].C1C=CC(P(C2C=CC=CC=2)C2C=CC=CC=2)=CC=1.C([O-])([O-])=O.[K+].[K+].BrCC. The catalyst is CO. The product is [CH2:1]([S:3][CH2:4][C:5]1[CH:10]=[CH:9][CH:8]=[CH:7][C:6]=1[C:11]1[CH:12]=[CH:13][C:14]([C:18]2[N:19]=[CH:20][C:21]([NH2:24])=[N:22][CH:23]=2)=[C:15]([F:17])[CH:16]=1)[CH3:2]. The yield is 0.730. (2) The reactants are [CH2:1]([O:3][C:4]([CH:6]1[CH2:15][CH2:14][C:13]2[C:8](=[C:9]([NH2:17])[C:10]([NH2:16])=[CH:11][CH:12]=2)[O:7]1)=[O:5])[CH3:2].[F:18][C:19]([F:24])([F:23])[C:20](O)=O. The catalyst is C(OCC)(=O)C. The product is [CH2:1]([O:3][C:4]([CH:6]1[O:7][C:8]2[C:13](=[CH:12][CH:11]=[C:10]3[NH:16][C:20]([C:19]([F:24])([F:23])[F:18])=[N:17][C:9]3=2)[CH2:14][CH2:15]1)=[O:5])[CH3:2]. The yield is 0.650. (3) The reactants are C([Li])CCC.[CH3:6][P:7](=[O:12])([O:10][CH3:11])[O:8][CH3:9].[Si:13]([O:20][CH:21]([CH2:28][CH2:29][CH3:30])[CH2:22][C:23](OCC)=[O:24])([C:16]([CH3:19])([CH3:18])[CH3:17])([CH3:15])[CH3:14]. The catalyst is C1COCC1. The product is [CH3:9][O:8][P:7]([CH2:6][C:23](=[O:24])[CH2:22][CH:21]([O:20][Si:13]([C:16]([CH3:19])([CH3:18])[CH3:17])([CH3:14])[CH3:15])[CH2:28][CH2:29][CH3:30])(=[O:12])[O:10][CH3:11]. The yield is 0.360.